This data is from Catalyst prediction with 721,799 reactions and 888 catalyst types from USPTO. The task is: Predict which catalyst facilitates the given reaction. (1) Reactant: [CH:1]([C:3]1([CH3:16])[CH2:8][CH2:7][CH2:6][N:5]([C:9]([O:11][C:12]([CH3:15])([CH3:14])[CH3:13])=[O:10])[CH2:4]1)=O.[C:17](=O)([O-])[O-].[K+].[K+].[N+](=C(P(=O)(OC)OC)C(=O)C)=[N-]. Product: [C:1]([C:3]1([CH3:16])[CH2:8][CH2:7][CH2:6][N:5]([C:9]([O:11][C:12]([CH3:15])([CH3:14])[CH3:13])=[O:10])[CH2:4]1)#[CH:17]. The catalyst class is: 5. (2) The catalyst class is: 563. Product: [CH:1]1([C:7]2[CH:8]=[C:9]([NH2:17])[CH:10]=[C:11]3[C:15]=2[N:14]([CH3:16])[CH:13]=[CH:12]3)[CH2:2][CH2:3][CH2:4][CH2:5][CH2:6]1. Reactant: [C:1]1([C:7]2[CH:8]=[C:9]([N+:17]([O-])=O)[CH:10]=[C:11]3[C:15]=2[N:14]([CH3:16])[CH:13]=[CH:12]3)[CH2:6][CH2:5][CH2:4][CH2:3][CH:2]=1.C(O)(=O)C.